Regression. Given a peptide amino acid sequence and an MHC pseudo amino acid sequence, predict their binding affinity value. This is MHC class II binding data. From a dataset of Peptide-MHC class II binding affinity with 134,281 pairs from IEDB. The peptide sequence is DLDDEQEILNYMSPH. The MHC is HLA-DQA10501-DQB10303 with pseudo-sequence HLA-DQA10501-DQB10303. The binding affinity (normalized) is 0.367.